From a dataset of Experimentally validated miRNA-target interactions with 360,000+ pairs, plus equal number of negative samples. Binary Classification. Given a miRNA mature sequence and a target amino acid sequence, predict their likelihood of interaction. (1) The miRNA is hsa-miR-513b-3p with sequence AAAUGUCACCUUUUUGAGAGGA. The protein sequence of the target gene is MSGHTLPPLPVPGTNSTEQASVPRAMAATLGAGTPPRPQARSIAGVYVEASGQAQSVYAAMEQGLLPAGLGQALLEAQAATGGLVDLARGQLLPVSKALQQGLVGLELKEKLLAAERATTGYPDPYGGEKLALFQAIGKEVVDRALGQSWLEVQLATGGLVDPAQGVLVAPEPACHQGLLDRETWHKLSELEPGTGDLRFLDPNTLERLTYHQLLERCVRAPGSGLALLPLKITFRSMGGAVSAAELLEVGILDEQAVQGLREGRLAAVDVSARAEVRRYLEGTGSVAGVVLLPEGHKKS.... Result: 0 (no interaction). (2) The miRNA is hsa-miR-363-5p with sequence CGGGUGGAUCACGAUGCAAUUU. The protein sequence of the target gene is MRALAALSAPPNERLLPRDPAATRDPDAARPARRSAVERLAADRAKYVRGRPGTGRGVASEGSGPGAIKCPGNDPGPPARAPAPVARRAIARKPLRPDSLIIYRQKCEFVRGSGADGPRASLVKKLFQGPGKDKAPVPRTGDEGKAGNPETVPTTPGPAADPAIPETPAPAARSAAPSSVPAAPPGPEPRVVRRRGLQRSQSDLSSRYSAALAESDTFFQYCGLDPEVVEALGRENFTAGSDCVTLKVRSVSVATSGSGFSRHSGGDDEGLQEEELIEQVPSTTSVIERNARIIKWLYTC.... Result: 0 (no interaction). (3) The protein sequence of the target gene is MELATRYQIPKEVADIFNAPSDDEEFVGFRDDVPMETLSSEESCDSFDSLESGKQQDVRFHSKYFTEELRRIFIEDTDSETEDFAGFTQSDLNGKTNPEVMVVESDLSDDGKASLVSEEEEDEEEDKATPRRSRSRRSSIGLRVAFQFPTKKLANKPDKNSSSEQLFSSARLQNEKKTILERKKDCRQVIQREDSTSESEDDSRDESQESSDALLKRTMNIKENKAMLAQLLAELNSMPDFFPVRTPTSASRKKTVRRAFSEGQITRRMNPTRSARPPEKFALENFTVSAAKFAEEFYSF.... The miRNA is rno-miR-335 with sequence UCAAGAGCAAUAACGAAAAAUGU. Result: 0 (no interaction). (4) The miRNA is hsa-miR-372-3p with sequence AAAGUGCUGCGACAUUUGAGCGU. The protein sequence of the target gene is MLARAERPRPGPRPPPVSLFPPPSSLLLLLLAMLSAPVCGRVPRSVPRTSLPISEADSYLTRFAAPHTYNYSALLVDPASHTLYVGARDSIFALTLPFSGEKPRRIDWMVPETHRQNCRKKGKKEDECHNFIQILAIANASHLLTCGTFAFDPKCGVIDVSSFQQVERLESGRGKCPFEPAQRSAAVMAGGVLYTATVKNFLGTEPIISRAVGRAEDWIRTETLSSWLNAPAFVAAMVLSPAEWGDEDGDDEIFFFFTETSRVLDSYERIKVPRVARVCAGDLGGRKTLQQRWTTFLKAD.... Result: 0 (no interaction).